This data is from Peptide-MHC class II binding affinity with 134,281 pairs from IEDB. The task is: Regression. Given a peptide amino acid sequence and an MHC pseudo amino acid sequence, predict their binding affinity value. This is MHC class II binding data. The peptide sequence is YIKLNGPLTVGGSCL. The MHC is DRB1_0101 with pseudo-sequence DRB1_0101. The binding affinity (normalized) is 0.374.